This data is from Forward reaction prediction with 1.9M reactions from USPTO patents (1976-2016). The task is: Predict the product of the given reaction. (1) Given the reactants C1C2[C:10]3=CC4C=CC(C(O)=O)=CC=4[N:9]3[CH2:8]C=CC=2C=CC=1.CN(C)S(N)(=O)=[O:25].Cl.CN(C)CCCN=C=NCC.C[C:42]([N:44]([CH3:46])[CH3:45])=[O:43], predict the reaction product. The product is: [N:44]1([C:42]([OH:25])=[O:43])[CH2:46][CH2:10][NH:9][CH2:8][CH2:45]1. (2) The product is: [NH2:8][C@@H:9]([C:14]([OH:16])=[O:15])[C@@H:10]([CH2:12][CH3:13])[CH3:11]. Given the reactants N1CC(=O)NC1=O.[NH2:8][C@@H:9]([C:14]([OH:16])=[O:15])[C@@H:10]([CH2:12][CH3:13])[CH3:11].N1CC(=O)NC1=O.N[C@H](C(O)=O)[C@@H](CC)C.N1CC(=O)NC1=O.C(N[C@@H](C(O)=O)[C@@H](CC)C)(=O)N, predict the reaction product. (3) Given the reactants Cl[C:2]1[CH:7]=[C:6]([C:8]2[CH:13]=[CH:12][CH:11]=[CH:10][CH:9]=2)[N:5]=[CH:4][N:3]=1.[C:14]([C:18]1[CH:23]=[CH:22][CH:21]=[CH:20][C:19]=1B(O)O)([CH3:17])([CH3:16])[CH3:15].P([O-])([O-])([O-])=O.[K+].[K+].[K+].COC1C=CC=C(OC)C=1P(C1C(OC)=CC=CC=1OC)C1C(OC)=CC=CC=1OC.C1(P(C2CCCCC2)C2C=CC=CC=2C2C(OC)=CC=CC=2OC)CCCCC1, predict the reaction product. The product is: [C:14]([C:18]1[CH:23]=[CH:22][CH:21]=[CH:20][C:19]=1[C:2]1[CH:7]=[C:6]([C:8]2[CH:13]=[CH:12][CH:11]=[CH:10][CH:9]=2)[N:5]=[CH:4][N:3]=1)([CH3:17])([CH3:16])[CH3:15]. (4) Given the reactants [CH:1]1([N:4]2[C:13]3[C:8](=[C:9]([N+:18]([O-:20])=[O:19])[C:10]([F:17])=[C:11]([F:16])[C:12]=3[O:14][CH3:15])[C:7](=[O:21])[C:6]([C:22]([O:24][CH2:25][CH3:26])=[O:23])=[CH:5]2)[CH2:3][CH2:2]1.Cl, predict the reaction product. The product is: [CH:1]1([N:4]2[C:13]3[C:8](=[C:9]([N+:18]([O-:20])=[O:19])[C:10]([F:17])=[C:11]([F:16])[C:12]=3[O:14][CH3:15])[C:7](=[O:21])[CH:6]([C:22]([O:24][CH2:25][CH3:26])=[O:23])[CH:5]2[C:8]2[CH:13]=[CH:12][CH:11]=[CH:10][CH:9]=2)[CH2:2][CH2:3]1. (5) Given the reactants [N:1]1[CH:6]=[CH:5][CH:4]=[CH:3][C:2]=1[CH:7]([C:10]#[N:11])[C:8]#[N:9].[NH2:12][NH2:13].O, predict the reaction product. The product is: [N:1]1[CH:6]=[CH:5][CH:4]=[CH:3][C:2]=1[C:7]1[C:10]([NH2:11])=[N:12][NH:13][C:8]=1[NH2:9].